Dataset: Full USPTO retrosynthesis dataset with 1.9M reactions from patents (1976-2016). Task: Predict the reactants needed to synthesize the given product. (1) Given the product [Cl:1][C:2]1[CH:3]=[N:4][C:5]2[C:10]([CH:11]=1)=[CH:9][C:8]([CH2:12][C:13]1[CH:14]=[C:15]([CH:20]=[CH:21][N:22]=1)[C:16]([OH:18])=[O:17])=[CH:7][C:6]=2[Cl:23], predict the reactants needed to synthesize it. The reactants are: [Cl:1][C:2]1[CH:3]=[N:4][C:5]2[C:10]([CH:11]=1)=[CH:9][C:8]([CH2:12][C:13]1[CH:14]=[C:15]([CH:20]=[CH:21][N:22]=1)[C:16]([O:18]C)=[O:17])=[CH:7][C:6]=2[Cl:23].O.[OH-].[Na+].Cl. (2) Given the product [N:10]1[CH:15]=[CH:14][C:13]([CH2:16][CH2:1][NH:2][C:3]2([C:8]#[N:9])[CH2:7][CH2:6][CH2:5][CH2:4]2)=[CH:12][CH:11]=1, predict the reactants needed to synthesize it. The reactants are: [CH3:1][NH:2][C:3]1([C:8]#[N:9])[CH2:7][CH2:6][CH2:5][CH2:4]1.[N:10]1[CH:15]=[CH:14][C:13]([CH2:16]CN)=[CH:12][CH:11]=1.C1(=O)CCCC1. (3) Given the product [NH2:30][CH2:29][CH2:28][N:8]1[C:9]2[C:5](=[CH:4][CH:3]=[C:2]([Cl:1])[CH:10]=2)[C:6]([C:11]([N:13]2[CH2:18][CH2:17][N:16]([C:19]3[CH:24]=[CH:23][CH:22]=[CH:21][C:20]=3[O:25][CH3:26])[CH2:15][CH2:14]2)=[O:12])=[CH:7]1, predict the reactants needed to synthesize it. The reactants are: [Cl:1][C:2]1[CH:10]=[C:9]2[C:5]([C:6]([C:11]([N:13]3[CH2:18][CH2:17][N:16]([C:19]4[CH:24]=[CH:23][CH:22]=[CH:21][C:20]=4[O:25][CH3:26])[CH2:15][CH2:14]3)=[O:12])=[CH:7][NH:8]2)=[CH:4][CH:3]=1.Cl[CH2:28][CH2:29][NH2:30]. (4) Given the product [C:6]([O:10][C:11](=[O:38])/[C:12](=[CH:23]/[C:24]1[CH:29]=[CH:28][C:27]([N:30]2[CH:34]=[C:33]([CH3:35])[N:32]=[CH:31]2)=[C:26]([O:36][CH3:37])[CH:25]=1)/[CH2:13][CH2:14][OH:15])([CH3:9])([CH3:8])[CH3:7], predict the reactants needed to synthesize it. The reactants are: C1COCC1.[C:6]([O:10][C:11](=[O:38])/[C:12](=[CH:23]/[C:24]1[CH:29]=[CH:28][C:27]([N:30]2[CH:34]=[C:33]([CH3:35])[N:32]=[CH:31]2)=[C:26]([O:36][CH3:37])[CH:25]=1)/[CH2:13][CH2:14][O:15][Si](C(C)(C)C)(C)C)([CH3:9])([CH3:8])[CH3:7].CCCC[N+](CCCC)(CCCC)CCCC.[F-].O.